This data is from Forward reaction prediction with 1.9M reactions from USPTO patents (1976-2016). The task is: Predict the product of the given reaction. Given the reactants C([O:5][C:6](=[O:34])[CH2:7][N:8]1[C:16]2[C:11](=[CH:12][C:13]([F:17])=[CH:14][CH:15]=2)[C:10]([C:18]2[C:23]3[CH:24]=[CH:25][CH:26]=[CH:27][C:22]=3[S:21](=[O:29])(=[O:28])[N:20]([CH:30]([CH3:32])[CH3:31])[N:19]=2)=[C:9]1[CH3:33])(C)(C)C.C(O)(C(F)(F)F)=O, predict the reaction product. The product is: [CH:30]([N:20]1[N:19]=[C:18]([C:10]2[C:11]3[C:16](=[CH:15][CH:14]=[C:13]([F:17])[CH:12]=3)[N:8]([CH2:7][C:6]([OH:34])=[O:5])[C:9]=2[CH3:33])[C:23]2[CH:24]=[CH:25][CH:26]=[CH:27][C:22]=2[S:21]1(=[O:29])=[O:28])([CH3:32])[CH3:31].